Dataset: Full USPTO retrosynthesis dataset with 1.9M reactions from patents (1976-2016). Task: Predict the reactants needed to synthesize the given product. (1) Given the product [CH:18]([C:15]1[CH:16]=[CH:17][C:12]([O:11][C:5]2[CH:6]=[C:7]([NH2:8])[CH:9]=[CH:10][C:4]=2[NH2:1])=[CH:13][CH:14]=1)=[CH2:19], predict the reactants needed to synthesize it. The reactants are: [N+:1]([C:4]1[CH:10]=[CH:9][C:7]([NH2:8])=[CH:6][C:5]=1[O:11][C:12]1[CH:17]=[CH:16][C:15]([CH:18]=[CH2:19])=[CH:14][CH:13]=1)([O-])=O.[Sn](Cl)Cl.Cl.[OH-].[K+]. (2) Given the product [C:1]([C:4]([CH3:33])([CH3:32])[CH:5]([NH:9][C:10]([C:12]1[C:20]2[C:15](=[N:16][CH:17]=[C:18]([CH:21]3[CH2:22][CH2:23]3)[N:19]=2)[NH:14][CH:13]=1)=[O:11])[CH:6]1[CH2:7][CH2:8]1)(=[O:3])[NH2:2], predict the reactants needed to synthesize it. The reactants are: [C:1]([C:4]([CH3:33])([CH3:32])[CH:5]([NH:9][C:10]([C:12]1[C:20]2[C:15](=[N:16][CH:17]=[C:18]([CH:21]3[CH2:23][CH2:22]3)[N:19]=2)[N:14](COCC[Si](C)(C)C)[CH:13]=1)=[O:11])[CH:6]1[CH2:8][CH2:7]1)(=[O:3])[NH2:2].C(O)(C(F)(F)F)=O. (3) Given the product [CH3:35][O:36][C:37](=[O:47])[CH2:38][C:39]1[CH:40]=[C:41]([C:12]2[CH:13]=[CH:14][C:15]([C:17]([F:18])([F:20])[F:19])=[CH:16][C:11]=2[CH2:10][N:9]([C:8]([O:7][CH2:6][C:5]2[CH:4]=[CH:3][C:2]([Cl:1])=[CH:34][CH:33]=2)=[O:32])[CH2:30][CH3:31])[CH:42]=[C:43]([Cl:45])[CH:44]=1, predict the reactants needed to synthesize it. The reactants are: [Cl:1][C:2]1[CH:34]=[CH:33][C:5]([CH2:6][O:7][C:8](=[O:32])[N:9]([CH2:30][CH3:31])[CH2:10][C:11]2[CH:16]=[C:15]([C:17]([F:20])([F:19])[F:18])[CH:14]=[CH:13][C:12]=2B2OC(C)(C)C(C)(C)O2)=[CH:4][CH:3]=1.[CH3:35][O:36][C:37](=[O:47])[CH2:38][C:39]1[CH:44]=[C:43]([Cl:45])[CH:42]=[C:41](Br)[CH:40]=1. (4) Given the product [CH2:40]([O:39][CH2:38][C@H:27]([OH:26])[C:28]([NH:30][C:31]1[CH:36]=[CH:35][C:34]([CH3:37])=[CH:33][N:32]=1)=[O:29])[CH3:41], predict the reactants needed to synthesize it. The reactants are: [F-].C([N+](CCCC)(CCCC)CCCC)CCC.[Si]([O:26][C@@H:27]([CH2:38][O:39][CH2:40][CH3:41])[C:28]([NH:30][C:31]1[CH:36]=[CH:35][C:34]([CH3:37])=[CH:33][N:32]=1)=[O:29])(C(C)(C)C)(C)C. (5) Given the product [Cl:10][C:8]1[C:7]([CH3:11])=[C:6]([CH:12]2[O:16][C:15](=[O:17])[NH:14][CH2:13]2)[C:5]([O:18][CH3:19])=[C:4]([CH:1]([OH:3])[CH3:2])[CH:9]=1, predict the reactants needed to synthesize it. The reactants are: [C:1]([C:4]1[C:5]([O:18][CH3:19])=[C:6]([CH:12]2[O:16][C:15](=[O:17])[NH:14][CH2:13]2)[C:7]([CH3:11])=[C:8]([Cl:10])[CH:9]=1)(=[O:3])[CH3:2].[BH4-].[Na+]. (6) Given the product [F:29][C:30]1[CH:35]=[CH:34][CH:33]=[CH:32][C:31]=1[NH:36][C:37]([NH:24][C:20]1[CH:21]=[CH:22][CH:23]=[C:18]([C:17]2[C:16]3[C:11](=[C:12]([C:25]([F:26])([F:28])[F:27])[CH:13]=[CH:14][CH:15]=3)[N:10]=[CH:9][C:8]=2[C:3]2[CH:4]=[CH:5][CH:6]=[CH:7][C:2]=2[CH3:1])[CH:19]=1)=[O:38], predict the reactants needed to synthesize it. The reactants are: [CH3:1][C:2]1[CH:7]=[CH:6][CH:5]=[CH:4][C:3]=1[C:8]1[CH:9]=[N:10][C:11]2[C:16]([C:17]=1[C:18]1[CH:19]=[C:20]([NH2:24])[CH:21]=[CH:22][CH:23]=1)=[CH:15][CH:14]=[CH:13][C:12]=2[C:25]([F:28])([F:27])[F:26].[F:29][C:30]1[CH:35]=[CH:34][CH:33]=[CH:32][C:31]=1[N:36]=[C:37]=[O:38]. (7) Given the product [Cl:1][C:2]1[N:7]=[N:6][C:5]([N:8]2[CH:17]([OH:18])[CH:19]([O:20][CH2:21][CH3:22])[N:11]([CH3:12])[C:9]2=[O:10])=[CH:4][C:3]=1[C:13]([F:16])([CH3:14])[CH3:15], predict the reactants needed to synthesize it. The reactants are: [Cl:1][C:2]1[N:7]=[N:6][C:5]([NH:8][C:9]([NH:11][CH3:12])=[O:10])=[CH:4][C:3]=1[C:13]([F:16])([CH3:15])[CH3:14].[CH:17]([CH:19]=[O:20])=[O:18].[CH3:21][C:22]1C=CC(S(O)(=O)=O)=CC=1.